This data is from Reaction yield outcomes from USPTO patents with 853,638 reactions. The task is: Predict the reaction yield, written as a fraction of the theoretical maximum amount of product (1.0 means a 100% yield; for example, 0.34 means a 34% yield). The catalyst is C(C(CCCC)C([O-])=O)C.[Co+2].C(C(CCCC)C([O-])=O)C. The yield is 0.870. The reactants are C([CH:3]=[CH:4][PH:5](=[O:7])[OH:6])C.CC(C(O)C(CO[C:17]([CH:19]([CH3:21])C)=[O:18])(C)C)C. The product is [CH2:4]([P:5]([CH2:21][CH2:19][CH:17]=[O:18])(=[O:6])[OH:7])[CH3:3].